This data is from Full USPTO retrosynthesis dataset with 1.9M reactions from patents (1976-2016). The task is: Predict the reactants needed to synthesize the given product. (1) Given the product [C:1]([O:5][C:6](=[O:24])[NH:7][C:8]1[CH:13]=[C:12]([N:14]([CH3:18])[CH2:15][CH2:16][CH3:17])[C:11]([C:19]#[N:20])=[CH:10][C:9]=1[NH2:21])([CH3:2])([CH3:3])[CH3:4], predict the reactants needed to synthesize it. The reactants are: [C:1]([O:5][C:6](=[O:24])[NH:7][C:8]1[CH:13]=[C:12]([N:14]([CH3:18])[CH2:15][CH2:16][CH3:17])[C:11]([C:19]#[N:20])=[CH:10][C:9]=1[N+:21]([O-])=O)([CH3:4])([CH3:3])[CH3:2].O.O.Cl[Sn]Cl. (2) Given the product [Cl:34][C:35]1[CH:40]=[C:39]([O:41][CH2:42][CH:43]=[C:44]([Cl:46])[Cl:45])[CH:38]=[C:37]([Cl:47])[C:36]=1[CH2:48][O:49][CH2:1][CH2:2][O:50][C:51]1[CH:56]=[CH:55][N:54]=[C:53]([C:57]([F:60])([F:58])[F:59])[CH:52]=1, predict the reactants needed to synthesize it. The reactants are: [CH:1](OC(N=NC(OC(C)C)=O)=O)(C)[CH3:2].C1(P(C2C=CC=CC=2)C2C=CC=CC=2)C=CC=CC=1.[Cl:34][C:35]1[CH:40]=[C:39]([O:41][CH2:42][CH:43]=[C:44]([Cl:46])[Cl:45])[CH:38]=[C:37]([Cl:47])[C:36]=1[CH2:48][OH:49].[OH:50][C:51]1[CH:56]=[CH:55][N:54]=[C:53]([C:57]([F:60])([F:59])[F:58])[CH:52]=1. (3) Given the product [F:1][C:2]1[CH:7]=[CH:6][C:5]([CH2:8][CH2:9][O:10][S:17]([C:14]2[CH:15]=[CH:16][C:11]([CH3:21])=[CH:12][CH:13]=2)(=[O:19])=[O:18])=[CH:4][CH:3]=1, predict the reactants needed to synthesize it. The reactants are: [F:1][C:2]1[CH:7]=[CH:6][C:5]([CH2:8][CH2:9][OH:10])=[CH:4][CH:3]=1.[C:11]1([CH3:21])[CH:16]=[CH:15][C:14]([S:17](Cl)(=[O:19])=[O:18])=[CH:13][CH:12]=1.O. (4) Given the product [CH3:32][C:17]1[CH:18]=[C:19]([NH:21][C:22]2[N:27]=[C:26]([C:28]([F:30])([F:31])[F:29])[CH:25]=[CH:24][N:23]=2)[CH:20]=[C:15]([C:12]2[S:11][C:10]([C:7]3([C:5]4[O:2][CH:1]=[N:3][N:4]=4)[CH2:8][CH2:9]3)=[N:14][CH:13]=2)[CH:16]=1, predict the reactants needed to synthesize it. The reactants are: [CH:1]([NH:3][NH:4][C:5]([C:7]1([C:10]2[S:11][C:12]([C:15]3[CH:20]=[C:19]([NH:21][C:22]4[N:27]=[C:26]([C:28]([F:31])([F:30])[F:29])[CH:25]=[CH:24][N:23]=4)[CH:18]=[C:17]([CH3:32])[CH:16]=3)=[CH:13][N:14]=2)[CH2:9][CH2:8]1)=O)=[O:2].CC[N+](S(N=C(OC)[O-])(=O)=O)(CC)CC. (5) The reactants are: P(Cl)(Cl)([Cl:3])=O.[CH3:6][C:7]1[N:12]=[C:11](O)[CH:10]=[C:9]([C:14]2[CH:19]=[CH:18][CH:17]=[CH:16][N:15]=2)[N:8]=1.CN(C)C1C=CC=CC=1. Given the product [Cl:3][C:11]1[CH:10]=[C:9]([C:14]2[CH:19]=[CH:18][CH:17]=[CH:16][N:15]=2)[N:8]=[C:7]([CH3:6])[N:12]=1, predict the reactants needed to synthesize it. (6) Given the product [CH2:15]([O:17][C:18](=[O:21])[CH2:19][O:10][C:7]1[CH:8]=[CH:9][C:4]([CH2:3][C:2]([CH3:1])([N+:12]([O-:14])=[O:13])[CH3:11])=[CH:5][CH:6]=1)[CH3:16], predict the reactants needed to synthesize it. The reactants are: [CH3:1][C:2]([N+:12]([O-:14])=[O:13])([CH3:11])[CH2:3][C:4]1[CH:9]=[CH:8][C:7]([OH:10])=[CH:6][CH:5]=1.[CH2:15]([O:17][C:18](=[O:21])[CH2:19]Br)[CH3:16].C(=O)([O-])[O-].[K+].[K+]. (7) Given the product [F:33][C:30]1[CH:29]=[CH:28][C:27]([CH:26]([C:34]2[CH:35]=[CH:36][C:37]([F:40])=[CH:38][CH:39]=2)[C:25]2[N:1]([C@H:4]3[CH2:23][N:8]4[C:9]5[C:14]([C:15]([CH2:16][C:17]([OH:19])=[O:18])=[C:7]4[CH2:6][CH2:5]3)=[CH:13][CH:12]=[CH:11][CH:10]=5)[N:2]=[N:3][CH:24]=2)=[CH:32][CH:31]=1, predict the reactants needed to synthesize it. The reactants are: [N:1]([CH:4]1[CH2:23][N:8]2[C:9]3[C:14]([C:15]([CH2:16][C:17]([O:19]CCC)=[O:18])=[C:7]2[CH2:6][CH2:5]1)=[CH:13][CH:12]=[CH:11][CH:10]=3)=[N+:2]=[N-:3].[CH:24]#[C:25][CH:26]([C:34]1[CH:39]=[CH:38][C:37]([F:40])=[CH:36][CH:35]=1)[C:27]1[CH:32]=[CH:31][C:30]([F:33])=[CH:29][CH:28]=1. (8) Given the product [OH:26][CH2:25][C:24]([NH:23][C:20]([C:11]1[CH:12]=[C:13]([C:14]2[CH:19]=[CH:18][CH:17]=[CH:16][N:15]=2)[N:9]([C:6]2[N:7]=[N:8][C:3]([O:2][CH3:1])=[CH:4][CH:5]=2)[N:10]=1)=[O:22])([CH3:28])[CH3:27], predict the reactants needed to synthesize it. The reactants are: [CH3:1][O:2][C:3]1[N:8]=[N:7][C:6]([N:9]2[C:13]([C:14]3[CH:19]=[CH:18][CH:17]=[CH:16][N:15]=3)=[CH:12][C:11]([C:20]([OH:22])=O)=[N:10]2)=[CH:5][CH:4]=1.[NH2:23][C:24]([CH3:28])([CH3:27])[CH2:25][OH:26].